This data is from Reaction yield outcomes from USPTO patents with 853,638 reactions. The task is: Predict the reaction yield, written as a fraction of the theoretical maximum amount of product (1.0 means a 100% yield; for example, 0.34 means a 34% yield). (1) The reactants are I[C:2]1[C:6]([CH2:7][N:8](C)[CH2:9][CH2:10][NH:11][C:12](=[O:18])[O:13][C:14]([CH3:17])([CH3:16])[CH3:15])=[CH:5][N:4]([CH:20]2[CH2:25][CH2:24][CH2:23][CH2:22][O:21]2)[N:3]=1.[C:26]([O:30][C:31]([N:33]1[C:41]2[C:36](=[CH:37][C:38](B(O)O)=[CH:39][CH:40]=2)[CH:35]=[N:34]1)=[O:32])([CH3:29])([CH3:28])[CH3:27].C(Cl)Cl.CC#N. The catalyst is COCCOC.O.C1C=CC(P(C2C=CC=CC=2)[C-]2C=CC=C2)=CC=1.C1C=CC(P(C2C=CC=CC=2)[C-]2C=CC=C2)=CC=1.Cl[Pd]Cl.[Fe+2]. The product is [C:14]([O:13][C:12]([NH:11][CH2:10][CH2:9][NH:8][CH2:7][C:6]1[C:2]([C:38]2[CH:37]=[C:36]3[C:41](=[CH:40][CH:39]=2)[N:33]([C:31]([O:30][C:26]([CH3:29])([CH3:28])[CH3:27])=[O:32])[N:34]=[CH:35]3)=[N:3][N:4]([CH:20]2[CH2:25][CH2:24][CH2:23][CH2:22][O:21]2)[CH:5]=1)=[O:18])([CH3:15])([CH3:16])[CH3:17]. The yield is 0.210. (2) The reactants are [NH:1]1[C:5]2=[N:6][CH:7]=[CH:8][CH:9]=[C:4]2[C:3]([CH:10]=[O:11])=[CH:2]1.[H-].[Na+].Cl[CH2:15][O:16][CH2:17][CH2:18][Si:19]([CH3:22])([CH3:21])[CH3:20]. The catalyst is CN(C=O)C. The product is [CH3:20][Si:19]([CH3:22])([CH3:21])[CH2:18][CH2:17][O:16][CH2:15][N:1]1[C:5]2=[N:6][CH:7]=[CH:8][CH:9]=[C:4]2[C:3]([CH:10]=[O:11])=[CH:2]1. The yield is 0.660. (3) The reactants are [Cl:1][C:2]1[N:7]=[C:6]([C:8]([NH2:10])=[O:9])[CH:5]=[C:4](Cl)[N:3]=1.Cl.[NH:13]1[CH2:18][CH2:17][O:16][CH2:15][CH:14]1[CH2:19][OH:20].CCN(C(C)C)C(C)C. The catalyst is C(#N)C. The product is [Cl:1][C:2]1[N:7]=[C:6]([C:8]([NH2:10])=[O:9])[CH:5]=[C:4]([N:13]2[CH2:18][CH2:17][O:16][CH2:15][CH:14]2[CH2:19][OH:20])[N:3]=1. The yield is 0.920. (4) The reactants are [O:1]=[C:2]1[C:7]([C:8]([O:10][CH2:11][CH3:12])=[O:9])=[CH:6][NH:5][C:4](=[S:13])[NH:3]1.[Cl:14][C:15]1[CH:20]=[CH:19][C:18]([O:21][C:22]2[CH:27]=[CH:26][C:25]([CH2:28]Cl)=[CH:24][CH:23]=2)=[CH:17][C:16]=1[C:30]([F:33])([F:32])[F:31].C([O-])([O-])=O.[K+].[K+].O. The catalyst is CN(C=O)C. The product is [Cl:14][C:15]1[CH:20]=[CH:19][C:18]([O:21][C:22]2[CH:23]=[CH:24][C:25]([CH2:28][S:13][C:4]3[NH:5][CH:6]=[C:7]([C:8]([O:10][CH2:11][CH3:12])=[O:9])[C:2](=[O:1])[N:3]=3)=[CH:26][CH:27]=2)=[CH:17][C:16]=1[C:30]([F:31])([F:32])[F:33]. The yield is 1.00.